This data is from Forward reaction prediction with 1.9M reactions from USPTO patents (1976-2016). The task is: Predict the product of the given reaction. (1) Given the reactants C([O:4][C:5]1[CH:6]=[C:7]([NH:13][C:14](=[O:19])[C:15]([CH3:18])([CH3:17])[CH3:16])[CH:8]=[CH:9][C:10]=1[C:11]#[N:12])C=C.CN1C(=O)[CH2:24][CH2:23][CH2:22]1, predict the reaction product. The product is: [CH2:24]([C:6]1[C:5]([OH:4])=[C:10]([C:11]#[N:12])[CH:9]=[CH:8][C:7]=1[NH:13][C:14](=[O:19])[C:15]([CH3:16])([CH3:17])[CH3:18])[CH:23]=[CH2:22]. (2) Given the reactants [CH:1]([O:4][CH2:5][C:6]1[C:27]2[C:22](=[CH:23][CH:24]=[CH:25][CH:26]=2)[O:21][C:8]2([CH2:13][CH2:12][N:11]([C:14]([O:16][C:17]([CH3:20])([CH3:19])[CH3:18])=[O:15])[CH2:10][CH2:9]2)[CH:7]=1)([CH3:3])[CH3:2], predict the reaction product. The product is: [CH:1]([O:4][CH2:5][CH:6]1[C:27]2[C:22](=[CH:23][CH:24]=[CH:25][CH:26]=2)[O:21][C:8]2([CH2:13][CH2:12][N:11]([C:14]([O:16][C:17]([CH3:20])([CH3:19])[CH3:18])=[O:15])[CH2:10][CH2:9]2)[CH2:7]1)([CH3:3])[CH3:2].